This data is from Catalyst prediction with 721,799 reactions and 888 catalyst types from USPTO. The task is: Predict which catalyst facilitates the given reaction. (1) Reactant: C([O:8][N:9]1[C:14]2[N:15]=[C:16]([OH:19])[N:17]=[CH:18][C:13]=2[C:12]([NH:20][CH2:21][C:22]2[CH:27]=[CH:26][C:25]([O:28][CH3:29])=[CH:24][CH:23]=2)=[CH:11][C:10]1=[O:30])C1C=CC=CC=1.[H][H]. Product: [OH:19][C:16]1[N:17]=[CH:18][C:13]2[C:12]([NH:20][CH2:21][C:22]3[CH:23]=[CH:24][C:25]([O:28][CH3:29])=[CH:26][CH:27]=3)=[CH:11][C:10](=[O:30])[N:9]([OH:8])[C:14]=2[N:15]=1. The catalyst class is: 349. (2) Reactant: [F:1][C:2]([F:22])([F:21])[C:3]1[CH:4]=[C:5]([CH:18]=[CH:19][CH:20]=1)[O:6][C:7]1[C:16]2[C:11](=[C:12]([NH2:17])[CH:13]=[CH:14][CH:15]=2)[N:10]=[CH:9][CH:8]=1.[Cl:23][C:24]1[C:29]([C:30](O)=[O:31])=[C:28]([F:33])[C:27]([CH2:34][NH:35][C:36](=[O:41])[C:37]([CH3:40])([CH3:39])[CH3:38])=[CH:26][CH:25]=1.C(Cl)(=O)C(Cl)=O.CCN(C(C)C)C(C)C. Product: [Cl:23][C:24]1[C:29]([C:30]([NH:17][C:12]2[CH:13]=[CH:14][CH:15]=[C:16]3[C:11]=2[N:10]=[CH:9][CH:8]=[C:7]3[O:6][C:5]2[CH:18]=[CH:19][CH:20]=[C:3]([C:2]([F:1])([F:21])[F:22])[CH:4]=2)=[O:31])=[C:28]([F:33])[C:27]([CH2:34][NH:35][C:36](=[O:41])[C:37]([CH3:39])([CH3:38])[CH3:40])=[CH:26][CH:25]=1. The catalyst class is: 85.